From a dataset of Reaction yield outcomes from USPTO patents with 853,638 reactions. Predict the reaction yield, written as a fraction of the theoretical maximum amount of product (1.0 means a 100% yield; for example, 0.34 means a 34% yield). The reactants are [OH:1][CH:2]([C:8]1[CH:17]=[CH:16][CH:15]=[C:14]2[C:9]=1[CH:10]=[CH:11][N:12]=[CH:13]2)[C:3]([O:5][CH2:6][CH3:7])=[O:4].[C:18](Cl)(=[O:20])[CH3:19]. The catalyst is N1C=CC=CC=1. The product is [C:18]([O:1][CH:2]([C:8]1[CH:17]=[CH:16][CH:15]=[C:14]2[C:9]=1[CH:10]=[CH:11][N:12]=[CH:13]2)[C:3]([O:5][CH2:6][CH3:7])=[O:4])(=[O:20])[CH3:19]. The yield is 0.670.